From a dataset of Full USPTO retrosynthesis dataset with 1.9M reactions from patents (1976-2016). Predict the reactants needed to synthesize the given product. (1) Given the product [CH2:36]([O:35][CH2:34][C:11]1[CH:12]=[CH:13][C:14]2[C:15]([CH2:19][CH2:20][CH:21]3[CH2:26][CH2:25][N:24]([C:27]([O:29][C:30]([CH3:31])([CH3:32])[CH3:33])=[O:28])[CH2:23][CH2:22]3)=[N:16][O:17][C:18]=2[C:10]=1[CH2:9][OH:8])[CH3:37], predict the reactants needed to synthesize it. The reactants are: [Si]([O:8][CH2:9][C:10]1[C:18]2[O:17][N:16]=[C:15]([CH2:19][CH2:20][CH:21]3[CH2:26][CH2:25][N:24]([C:27]([O:29][C:30]([CH3:33])([CH3:32])[CH3:31])=[O:28])[CH2:23][CH2:22]3)[C:14]=2[CH:13]=[CH:12][C:11]=1[CH2:34][O:35][CH2:36][CH3:37])(C(C)(C)C)(C)C.[F-].C([N+](CCCC)(CCCC)CCCC)CCC.O. (2) Given the product [OH:33][CH2:32][CH2:31][N:22]1[CH2:21][CH2:20][C:6]2[N:7]([CH2:11][CH:12]([C:14]3[CH:19]=[CH:18][N:17]=[CH:16][CH:15]=3)[OH:13])[C:8]3[CH:9]=[CH:10][C:2]([CH3:1])=[CH:3][C:4]=3[C:5]=2[CH2:23]1, predict the reactants needed to synthesize it. The reactants are: [CH3:1][C:2]1[CH:10]=[CH:9][C:8]2[N:7]([CH2:11][CH:12]([C:14]3[CH:19]=[CH:18][N:17]=[CH:16][CH:15]=3)[OH:13])[C:6]3[CH2:20][CH2:21][NH:22][CH2:23][C:5]=3[C:4]=2[CH:3]=1.C(=O)([O-])[O-].[K+].[K+].Br[CH2:31][CH2:32][OH:33]. (3) Given the product [CH:1]1([C@H:6]([OH:22])[C@H:7]([N:11]2[C:19](=[O:20])[C:18]3[C:13](=[CH:14][CH:15]=[CH:16][CH:17]=3)[C:12]2=[O:21])[CH2:8][N:9]([CH3:10])[C:37]([O:39][C:40]([CH3:41])([CH3:42])[CH3:43])=[O:38])[CH2:5][CH2:4][CH2:3][CH2:2]1, predict the reactants needed to synthesize it. The reactants are: [CH:1]1([C@H:6]([OH:22])[C@H:7]([N:11]2[C:19](=[O:20])[C:18]3[C:13](=[CH:14][CH:15]=[CH:16][CH:17]=3)[C:12]2=[O:21])[CH2:8][NH:9][CH3:10])[CH2:5][CH2:4][CH2:3][CH2:2]1.C([O-])([O-])=O.[K+].[K+].[CH3:41][C:40]([O:39][C:37](O[C:37]([O:39][C:40]([CH3:43])([CH3:42])[CH3:41])=[O:38])=[O:38])([CH3:43])[CH3:42]. (4) Given the product [CH3:15][O:11][C@@H:9]([CH3:10])[CH2:8][NH:7][C:6](=[O:12])[O:5][C:1]([CH3:2])([CH3:4])[CH3:3], predict the reactants needed to synthesize it. The reactants are: [C:1]([O:5][C:6](=[O:12])[NH:7][CH2:8][C@@H:9]([OH:11])[CH3:10])([CH3:4])([CH3:3])[CH3:2].[H-].[Na+].[CH3:15]I. (5) Given the product [N:1]1[C:10]2[C:5](=[CH:6][CH:7]=[CH:8][CH:9]=2)[CH:4]=[C:3]([CH2:11][NH:12][C:13](=[O:14])[O:15][C:16]([CH3:19])([CH3:18])[CH3:17])[CH:2]=1, predict the reactants needed to synthesize it. The reactants are: [N:1]1[C:10]2[C:5](=[CH:6][CH:7]=[CH:8][CH:9]=2)[CH:4]=[C:3]([CH2:11][NH2:12])[CH:2]=1.[C:13](O[C:13]([O:15][C:16]([CH3:19])([CH3:18])[CH3:17])=[O:14])([O:15][C:16]([CH3:19])([CH3:18])[CH3:17])=[O:14]. (6) Given the product [C:2]([C:7]1[O:11][C:10]([CH2:12][N:13]2[CH:17]=[CH:16][C:15]([NH:18][C:32]([C:28]3[N:29]=[CH:30][O:31][C:27]=3[C:24]3[CH:25]=[CH:26][C:21]([O:20][CH3:19])=[CH:22][CH:23]=3)=[O:33])=[N:14]2)=[CH:9][CH:8]=1)(=[O:6])[CH3:1], predict the reactants needed to synthesize it. The reactants are: [CH3:1][C:2]1([C:7]2[O:11][C:10]([CH2:12][N:13]3[CH:17]=[CH:16][C:15]([NH2:18])=[N:14]3)=[CH:9][CH:8]=2)[O:6]CCO1.[CH3:19][O:20][C:21]1[CH:26]=[CH:25][C:24]([C:27]2[O:31][CH:30]=[N:29][C:28]=2[C:32](O)=[O:33])=[CH:23][CH:22]=1.